Dataset: Full USPTO retrosynthesis dataset with 1.9M reactions from patents (1976-2016). Task: Predict the reactants needed to synthesize the given product. Given the product [Cl:1][C:2]1[CH:3]=[C:4]([CH2:8][CH2:9][C:10]([NH:19][C@H:17]2[CH2:18][CH2:13][C@H:14]([CH3:23])[CH2:15][CH2:16]2)=[O:12])[CH:5]=[CH:6][CH:7]=1, predict the reactants needed to synthesize it. The reactants are: [Cl:1][C:2]1[CH:3]=[C:4]([CH2:8][CH2:9][C:10]([OH:12])=O)[CH:5]=[CH:6][CH:7]=1.[CH:13]1[CH:14]=[CH:15][C:16]2N(O)N=[N:19][C:17]=2[CH:18]=1.[CH3:23]CN=C=NCCCN(C)C.CCN(C(C)C)C(C)C.